Dataset: Merck oncology drug combination screen with 23,052 pairs across 39 cell lines. Task: Regression. Given two drug SMILES strings and cell line genomic features, predict the synergy score measuring deviation from expected non-interaction effect. (1) Drug 1: O=C(CCCCCCC(=O)Nc1ccccc1)NO. Drug 2: CCc1cnn2c(NCc3ccc[n+]([O-])c3)cc(N3CCCCC3CCO)nc12. Cell line: NCIH1650. Synergy scores: synergy=-28.8. (2) Drug 1: O=c1[nH]cc(F)c(=O)[nH]1. Drug 2: CNC(=O)c1cc(Oc2ccc(NC(=O)Nc3ccc(Cl)c(C(F)(F)F)c3)cc2)ccn1. Cell line: DLD1. Synergy scores: synergy=6.32. (3) Drug 1: CN(Cc1cnc2nc(N)nc(N)c2n1)c1ccc(C(=O)NC(CCC(=O)O)C(=O)O)cc1. Drug 2: CCc1cnn2c(NCc3ccc[n+]([O-])c3)cc(N3CCCCC3CCO)nc12. Cell line: MDAMB436. Synergy scores: synergy=1.96. (4) Drug 1: C=CCn1c(=O)c2cnc(Nc3ccc(N4CCN(C)CC4)cc3)nc2n1-c1cccc(C(C)(C)O)n1. Drug 2: Cn1cc(-c2cnn3c(N)c(Br)c(C4CCCNC4)nc23)cn1. Cell line: UWB1289. Synergy scores: synergy=29.4.